The task is: Predict which catalyst facilitates the given reaction.. This data is from Catalyst prediction with 721,799 reactions and 888 catalyst types from USPTO. (1) Reactant: [NH:1]1[C:9]2[C:4](=[CH:5][C:6]([C:10]3[S:11][C:12]([S:15][CH3:16])=[N:13][N:14]=3)=[CH:7][CH:8]=2)[CH:3]=[CH:2]1.CC([O-])(C)C.[K+].[CH3:23][C:24]([O:27][C:28](O[C:28]([O:27][C:24]([CH3:26])([CH3:25])[CH3:23])=[O:29])=[O:29])([CH3:26])[CH3:25]. Product: [CH3:16][S:15][C:12]1[S:11][C:10]([C:6]2[CH:5]=[C:4]3[C:9](=[CH:8][CH:7]=2)[N:1]([C:28]([O:27][C:24]([CH3:26])([CH3:25])[CH3:23])=[O:29])[CH:2]=[CH:3]3)=[N:14][N:13]=1. The catalyst class is: 249. (2) Reactant: [CH3:1][C:2]1[N:6]([CH2:7][C:8]2[CH:9]=[CH:10][C:11]([CH2:14][CH2:15][CH2:16][OH:17])=[N:12][CH:13]=2)[N:5]=[C:4]([C:18]2[O:22][N:21]=[C:20]([C:23]3[CH:28]=[CH:27][C:26]([O:29][C:30]([F:33])([F:32])[F:31])=[CH:25][CH:24]=3)[N:19]=2)[CH:3]=1.CC(OI1(OC(C)=O)(OC(C)=O)OC(=O)C2C1=CC=CC=2)=O.C(=O)(O)[O-].[Na+]. The catalyst class is: 4. Product: [CH3:1][C:2]1[N:6]([CH2:7][C:8]2[CH:9]=[CH:10][C:11]([CH2:14][CH2:15][CH:16]=[O:17])=[N:12][CH:13]=2)[N:5]=[C:4]([C:18]2[O:22][N:21]=[C:20]([C:23]3[CH:28]=[CH:27][C:26]([O:29][C:30]([F:33])([F:32])[F:31])=[CH:25][CH:24]=3)[N:19]=2)[CH:3]=1.